From a dataset of SARS-CoV-2 main protease (3CLPro) crystallographic fragment screen with 879 compounds. Binary Classification. Given a drug SMILES string, predict its activity (active/inactive) in a high-throughput screening assay against a specified biological target. The compound is C[C@H]1CCC[C@@H](CO)N1S(C)(=O)=O. The result is 0 (inactive).